Dataset: Retrosynthesis with 50K atom-mapped reactions and 10 reaction types from USPTO. Task: Predict the reactants needed to synthesize the given product. (1) The reactants are: CS(=O)(=O)OCC(F)(F)F.O=C(c1ccc2[nH]c(C(=O)N3CCC(F)(F)CC3)cc2c1)N1CCN(C2CCCC2)CC1. Given the product O=C(c1ccc2c(c1)cc(C(=O)N1CCC(F)(F)CC1)n2CC(F)(F)F)N1CCN(C2CCCC2)CC1, predict the reactants needed to synthesize it. (2) Given the product CC(C)(C)OC(=O)CN1CC2CCCC(=O)Nc3cccc1c32, predict the reactants needed to synthesize it. The reactants are: CC(C)(C)OC(=O)CN1CC(CCCC(=O)[O-])c2c(N)cccc21. (3) Given the product CCN(C(=O)OCc1ccccc1)c1ccc(C(F)(F)F)cc1CN(Cc1cc(C(F)(F)F)cc(C(F)(F)F)c1)c1ncc(Br)cn1, predict the reactants needed to synthesize it. The reactants are: CCI.O=C(Nc1ccc(C(F)(F)F)cc1CN(Cc1cc(C(F)(F)F)cc(C(F)(F)F)c1)c1ncc(Br)cn1)OCc1ccccc1. (4) Given the product CCOC(=O)Cc1cn(Cc2ccc(OCc3nc(-c4ccco4)oc3C)nc2)nc1-c1ccccc1, predict the reactants needed to synthesize it. The reactants are: CCOC(=O)Cc1c[nH]nc1-c1ccccc1.Cc1oc(-c2ccco2)nc1COc1ccc(CCl)cn1. (5) The reactants are: C1CNCC(N2CCOCC2)C1.O=[N+]([O-])c1ccc(F)cc1. Given the product O=[N+]([O-])c1ccc(N2CCCC(N3CCOCC3)C2)cc1, predict the reactants needed to synthesize it.